This data is from Merck oncology drug combination screen with 23,052 pairs across 39 cell lines. The task is: Regression. Given two drug SMILES strings and cell line genomic features, predict the synergy score measuring deviation from expected non-interaction effect. (1) Drug 1: N#Cc1ccc(Cn2cncc2CN2CCN(c3cccc(Cl)c3)C(=O)C2)cc1. Drug 2: CCc1c2c(nc3ccc(O)cc13)-c1cc3c(c(=O)n1C2)COC(=O)C3(O)CC. Cell line: SKOV3. Synergy scores: synergy=6.40. (2) Drug 1: O=c1[nH]cc(F)c(=O)[nH]1. Drug 2: CC(C)CC(NC(=O)C(Cc1ccccc1)NC(=O)c1cnccn1)B(O)O. Cell line: VCAP. Synergy scores: synergy=-7.05.